From a dataset of Full USPTO retrosynthesis dataset with 1.9M reactions from patents (1976-2016). Predict the reactants needed to synthesize the given product. (1) Given the product [C:28]1([N:38]2[CH2:11][CH2:12][N:13]([CH2:16][CH2:17][CH:18]3[CH2:19][C:20]4([CH2:24][CH2:25][CH2:27][CH2:26]4)[C:21](=[O:23])[O:22]3)[CH2:14][CH2:15]2)[C:37]2[C:32](=[CH:33][CH:34]=[CH:35][CH:36]=2)[CH:31]=[CH:30][CH:29]=1, predict the reactants needed to synthesize it. The reactants are: N1C2C=CC=CC=2N=C1C1[CH2:15][CH2:14][N:13]([CH2:16][CH2:17][CH:18]2[O:22][C:21](=[O:23])[C:20]([CH2:26][CH3:27])([CH2:24][CH3:25])[CH2:19]2)[CH2:12][CH2:11]1.[C:28]1([N:38]2CCNCC2)[C:37]2[C:32](=[CH:33][CH:34]=[CH:35][CH:36]=2)[CH:31]=[CH:30][CH:29]=1.N1(C2C=CC=CC=2C#N)CCNCC1.CC1C=CC(S(OCCC2CC3(CCCC3)C(=O)O2)(=O)=O)=CC=1.CC1C=CC(S(OCCC2CC(CC)(CC)C(=O)O2)(=O)=O)=CC=1. (2) Given the product [Cl:25][C:20]1[CH:21]=[CH:22][CH:23]=[CH:24][C:19]=1[C:2]1[S:28][C:27]([NH2:29])=[N:26][C:3]=1[C:5]1[S:18][C:8]2[C:9]3[CH:17]=[CH:16][CH:15]=[CH:14][C:10]=3[O:11][CH2:12][CH2:13][C:7]=2[CH:6]=1, predict the reactants needed to synthesize it. The reactants are: Br[CH:2]([C:19]1[CH:24]=[CH:23][CH:22]=[CH:21][C:20]=1[Cl:25])[C:3]([C:5]1[S:18][C:8]2[C:9]3[CH:17]=[CH:16][CH:15]=[CH:14][C:10]=3[O:11][CH2:12][CH2:13][C:7]=2[CH:6]=1)=O.[NH2:26][C:27]([NH2:29])=[S:28].